This data is from Forward reaction prediction with 1.9M reactions from USPTO patents (1976-2016). The task is: Predict the product of the given reaction. (1) Given the reactants [N+](=[CH:3][C:4]([C:6]1[CH:10]=[C:9]([CH3:11])[N:8]([C:12]([CH3:15])([CH3:14])[CH3:13])[N:7]=1)=[O:5])=[N-].[BrH:16], predict the reaction product. The product is: [Br:16][CH2:3][C:4]([C:6]1[CH:10]=[C:9]([CH3:11])[N:8]([C:12]([CH3:15])([CH3:14])[CH3:13])[N:7]=1)=[O:5]. (2) Given the reactants [CH2:1]([C:7]1[C:8]2[S:19][CH:18]=[CH:17][C:9]=2[S:10][C:11]=1[C:12]([O:14]CC)=[O:13])[CH2:2][CH2:3][CH2:4][CH2:5][CH3:6].[OH-].[Li+].C1COCC1.Cl, predict the reaction product. The product is: [CH2:1]([C:7]1[C:8]2[S:19][CH:18]=[CH:17][C:9]=2[S:10][C:11]=1[C:12]([OH:14])=[O:13])[CH2:2][CH2:3][CH2:4][CH2:5][CH3:6]. (3) Given the reactants [CH3:1][C:2]([S:6]([CH3:21])(=[N:8][CH2:9][C:10]1([CH2:13][O:14][CH:15]2[CH2:20][CH2:19][CH2:18][CH2:17][O:16]2)[CH2:12][CH2:11]1)=[O:7])([CH3:5])[C:3]#[N:4].CC(C)=O.C(=O)=O.[Br:29][C:30]1[N:35]=[C:34](/[C:36](=[N:38]/[S@@:39]([C:41]([CH3:44])([CH3:43])[CH3:42])=[O:40])/[CH3:37])[C:33]([F:45])=[C:32]([Si:46]([CH2:51][CH3:52])([CH2:49][CH3:50])[CH2:47][CH3:48])[CH:31]=1.[Cl-].[NH4+], predict the reaction product. The product is: [Br:29][C:30]1[N:35]=[C:34]([C:36]([NH:38][S:39]([C:41]([CH3:43])([CH3:44])[CH3:42])=[O:40])([CH3:37])[CH2:21][S:6]([C:2]([C:3]#[N:4])([CH3:1])[CH3:5])(=[N:8][CH2:9][C:10]2([CH2:13][O:14][CH:15]3[CH2:20][CH2:19][CH2:18][CH2:17][O:16]3)[CH2:11][CH2:12]2)=[O:7])[C:33]([F:45])=[C:32]([Si:46]([CH2:51][CH3:52])([CH2:47][CH3:48])[CH2:49][CH3:50])[CH:31]=1. (4) Given the reactants CN(C(ON1N=NC2C=CC=NC1=2)=[N+](C)C)C.F[P-](F)(F)(F)(F)F.Cl.[NH:26]1[CH2:29][CH:28]([OH:30])[CH2:27]1.[C:31]([O:35][C:36]([NH:38][C@@:39]([CH3:46])([CH:43]([CH3:45])[CH3:44])[C:40](O)=[O:41])=[O:37])([CH3:34])([CH3:33])[CH3:32].CCN(C(C)C)C(C)C, predict the reaction product. The product is: [OH:30][CH:28]1[CH2:29][N:26]([C:40](=[O:41])[C@:39]([NH:38][C:36](=[O:37])[O:35][C:31]([CH3:34])([CH3:33])[CH3:32])([CH3:46])[CH:43]([CH3:44])[CH3:45])[CH2:27]1. (5) Given the reactants [NH2:1][C:2]1[CH:3]=[CH:4][C:5]([F:18])=[C:6]([C@:8]2([CH3:17])[C:13]([F:15])([F:14])[CH2:12][O:11][C:10]([NH2:16])=[N:9]2)[CH:7]=1.[Cl:19][C:20]1[C:21]([C:30](O)=[O:31])=[N:22][N:23]([CH2:25][C:26]([F:29])([F:28])[F:27])[CH:24]=1, predict the reaction product. The product is: [NH2:16][C:10]1[O:11][CH2:12][C:13]([F:14])([F:15])[C@:8]([C:6]2[CH:7]=[C:2]([NH:1][C:30]([C:21]3[C:20]([Cl:19])=[CH:24][N:23]([CH2:25][C:26]([F:28])([F:27])[F:29])[N:22]=3)=[O:31])[CH:3]=[CH:4][C:5]=2[F:18])([CH3:17])[N:9]=1. (6) Given the reactants Br[C:2]1[N:7]=[C:6]([CH3:8])[C:5]([N+:9]([O-:11])=[O:10])=[CH:4][CH:3]=1.[NH:12]1[CH2:17][CH2:16][O:15][CH2:14][CH2:13]1, predict the reaction product. The product is: [CH3:8][C:6]1[N:7]=[C:2]([N:12]2[CH2:17][CH2:16][O:15][CH2:14][CH2:13]2)[CH:3]=[CH:4][C:5]=1[N+:9]([O-:11])=[O:10]. (7) Given the reactants [CH3:1][C:2]1[CH:3]=[C:4]([C:7]2[CH2:12][CH2:11][N:10](C(OC(C)(C)C)=O)[CH2:9][CH:8]=2)[S:5][CH:6]=1.C(=O)(O)[O-].[Na+], predict the reaction product. The product is: [CH3:1][C:2]1[CH:3]=[C:4]([C:7]2[CH2:12][CH2:11][NH:10][CH2:9][CH:8]=2)[S:5][CH:6]=1. (8) Given the reactants [CH3:1][C:2]1([CH3:9])[C:7](=[O:8])[CH2:6][CH2:5][NH:4][CH2:3]1.[CH3:10][C:11]1[CH:16]=[CH:15][C:14]([S:17](Cl)(=[O:19])=[O:18])=[CH:13][CH:12]=1.C(=O)([O-])[O-].[K+].[K+], predict the reaction product. The product is: [CH3:1][C:2]1([CH3:9])[C:7](=[O:8])[CH2:6][CH2:5][N:4]([S:17]([C:14]2[CH:15]=[CH:16][C:11]([CH3:10])=[CH:12][CH:13]=2)(=[O:19])=[O:18])[CH2:3]1. (9) Given the reactants Cl.C[O:3][C:4]1[CH:5]=[C:6]2[C:11](=[CH:12][CH:13]=1)[CH2:10][NH:9][CH2:8][CH2:7]2.[BrH:14], predict the reaction product. The product is: [BrH:14].[CH2:10]1[C:11]2[C:6](=[CH:5][C:4]([OH:3])=[CH:13][CH:12]=2)[CH2:7][CH2:8][NH:9]1.